This data is from Forward reaction prediction with 1.9M reactions from USPTO patents (1976-2016). The task is: Predict the product of the given reaction. The product is: [OH:1][C:2]1[N:3]=[CH:4][C:5]([C:6](=[O:7])[CH2:14][CH3:15])=[CH:12][CH:13]=1. Given the reactants [OH:1][C:2]1[CH:13]=[CH:12][C:5]([C:6](N(OC)C)=[O:7])=[CH:4][N:3]=1.[CH3:14][CH2:15][Mg+].[Br-], predict the reaction product.